Task: Predict the product of the given reaction.. Dataset: Forward reaction prediction with 1.9M reactions from USPTO patents (1976-2016) (1) Given the reactants C([O:4][C:5]1[C:14]2[C:9](=[CH:10][CH:11]=[CH:12][CH:13]=2)[C:8]([F:15])=[CH:7][CH:6]=1)(=O)C.C(=O)([O-])[O-].[K+].[K+], predict the reaction product. The product is: [F:15][C:8]1[C:9]2[C:14](=[CH:13][CH:12]=[CH:11][CH:10]=2)[C:5]([OH:4])=[CH:6][CH:7]=1. (2) Given the reactants [F:1][C:2]1[CH:3]=[C:4]([C:9]2[CH:14]=[CH:13][N:12]=[C:11]([NH:15][CH2:16][C:17]3[CH:26]=[CH:25][C:20]([C:21]([O:23][CH3:24])=[O:22])=[CH:19][CH:18]=3)[N:10]=2)[CH:5]=[CH:6][C:7]=1[OH:8].Cl.[CH3:28][N:29]([CH3:33])[CH2:30][CH2:31]Cl.[I-].[K+].C(=O)([O-])[O-].[K+].[K+].[NH4+].[Cl-], predict the reaction product. The product is: [CH3:28][N:29]([CH3:33])[CH2:30][CH2:31][O:8][C:7]1[CH:6]=[CH:5][C:4]([C:9]2[CH:14]=[CH:13][N:12]=[C:11]([NH:15][CH2:16][C:17]3[CH:26]=[CH:25][C:20]([C:21]([O:23][CH3:24])=[O:22])=[CH:19][CH:18]=3)[N:10]=2)=[CH:3][C:2]=1[F:1].